This data is from NCI-60 drug combinations with 297,098 pairs across 59 cell lines. The task is: Regression. Given two drug SMILES strings and cell line genomic features, predict the synergy score measuring deviation from expected non-interaction effect. (1) Drug 1: CS(=O)(=O)OCCCCOS(=O)(=O)C. Drug 2: C1C(C(OC1N2C=NC3=C2NC=NCC3O)CO)O. Cell line: HOP-92. Synergy scores: CSS=1.69, Synergy_ZIP=-3.28, Synergy_Bliss=-5.21, Synergy_Loewe=-3.73, Synergy_HSA=-6.15. (2) Drug 1: C1CCN(CC1)CCOC2=CC=C(C=C2)C(=O)C3=C(SC4=C3C=CC(=C4)O)C5=CC=C(C=C5)O. Drug 2: C1CN(P(=O)(OC1)NCCCl)CCCl. Cell line: SK-MEL-5. Synergy scores: CSS=-10.8, Synergy_ZIP=4.26, Synergy_Bliss=0.146, Synergy_Loewe=-6.99, Synergy_HSA=-6.63.